From a dataset of Retrosynthesis with 50K atom-mapped reactions and 10 reaction types from USPTO. Predict the reactants needed to synthesize the given product. (1) Given the product CC(C)(C)OC(=O)N[C@H]1CCc2cc(Br)ccc21, predict the reactants needed to synthesize it. The reactants are: CC(C)(C)OC(=O)OC(=O)OC(C)(C)C.N[C@H]1CCc2cc(Br)ccc21. (2) The reactants are: Cc1ccc(S(=O)(=O)OCC2Cc3cc(F)cc(Br)c3O2)cc1.OB(O)c1ccccc1Cl. Given the product Cc1ccc(S(=O)(=O)OCC2Cc3cc(F)cc(-c4ccccc4Cl)c3O2)cc1, predict the reactants needed to synthesize it. (3) The reactants are: NC1CC1.O=C(O)c1cnc2cc(NC(=O)c3ccccc3-c3ccc(C(F)(F)F)cc3)ccc2c1. Given the product O=C(NC1CC1)c1cnc2cc(NC(=O)c3ccccc3-c3ccc(C(F)(F)F)cc3)ccc2c1, predict the reactants needed to synthesize it. (4) Given the product CCN(CC)CCOc1ccc(N)c(Cl)c1, predict the reactants needed to synthesize it. The reactants are: CCN(CC)CCOc1ccc([N+](=O)[O-])c(Cl)c1. (5) Given the product OC1(Cc2ccccc2)CCC2(CC1)OCCO2, predict the reactants needed to synthesize it. The reactants are: O=C1CCC2(CC1)OCCO2.[Mg+]Cc1ccccc1. (6) Given the product Cc1cc(Nc2ncnc3cnc(N4CCOCC4)cc23)ccc1Oc1ccc(C(=O)OC(C)(C)C)cc1, predict the reactants needed to synthesize it. The reactants are: C1COCCN1.Cc1cc(Nc2ncnc3cnc(F)cc23)ccc1Oc1ccc(C(=O)OC(C)(C)C)cc1. (7) Given the product CCCc1cccc(-c2[nH]c3cc(C(=O)OC)ccc3c2C2CCCCC2)c1O, predict the reactants needed to synthesize it. The reactants are: C=CCc1cccc(-c2[nH]c3cc(C(=O)OC)ccc3c2C2CCCCC2)c1O. (8) Given the product O=C(Nc1nc(CC(=O)N2CCN(Cc3ccccc3)CC2)cs1)c1ccc(Cl)cc1, predict the reactants needed to synthesize it. The reactants are: O=C(O)Cc1csc(NC(=O)c2ccc(Cl)cc2)n1.c1ccc(CN2CCNCC2)cc1. (9) Given the product Nc1c(F)ccc(F)c1I, predict the reactants needed to synthesize it. The reactants are: CC(C)(C)OC(=O)Nc1c(F)ccc(F)c1I.